Dataset: Reaction yield outcomes from USPTO patents with 853,638 reactions. Task: Predict the reaction yield, written as a fraction of the theoretical maximum amount of product (1.0 means a 100% yield; for example, 0.34 means a 34% yield). (1) The reactants are [CH2:1]([C:5]1[N:13]=[C:12]([C:14]([F:17])([F:16])[F:15])[N:11]=[C:10]2[C:6]=1[NH:7][CH:8]=[N:9]2)[CH2:2][CH2:3][CH3:4].Br[CH:19]1[CH2:23][CH2:22][CH2:21][CH2:20]1.C(=O)([O-])[O-].[K+].[K+]. The catalyst is CN(C)C=O. The product is [CH2:1]([C:5]1[N:13]=[C:12]([C:14]([F:15])([F:16])[F:17])[N:11]=[C:10]2[C:6]=1[N:7]=[CH:8][N:9]2[CH:19]1[CH2:23][CH2:22][CH2:21][CH2:20]1)[CH2:2][CH2:3][CH3:4]. The yield is 0.600. (2) The reactants are [Br:1][C:2]1[C:3]([C:16]([F:19])([F:18])[F:17])=[CH:4][C:5]([N+:13]([O-:15])=[O:14])=[C:6]([N:8]([CH3:12])[CH2:9][CH2:10]O)[CH:7]=1.N1C=CC=CC=1.S(Cl)([Cl:28])=O. The catalyst is C(Cl)Cl. The product is [Br:1][C:2]1[C:3]([C:16]([F:19])([F:18])[F:17])=[CH:4][C:5]([N+:13]([O-:15])=[O:14])=[C:6]([CH:7]=1)[N:8]([CH2:9][CH2:10][Cl:28])[CH3:12]. The yield is 0.640.